Dataset: Catalyst prediction with 721,799 reactions and 888 catalyst types from USPTO. Task: Predict which catalyst facilitates the given reaction. (1) Reactant: C[O:2][C:3](=[O:27])[C:4]1[CH:9]=[CH:8][C:7]([S:10]([N:13]2[C:21]3[C:16](=[CH:17][CH:18]=[CH:19][CH:20]=3)[C:15]([CH:22]3[CH2:26][CH2:25][CH2:24][CH2:23]3)=[CH:14]2)(=[O:12])=[O:11])=[CH:6][CH:5]=1.[OH-].[Na+].Cl. Product: [CH:22]1([C:15]2[C:16]3[C:21](=[CH:20][CH:19]=[CH:18][CH:17]=3)[N:13]([S:10]([C:7]3[CH:8]=[CH:9][C:4]([C:3]([OH:27])=[O:2])=[CH:5][CH:6]=3)(=[O:12])=[O:11])[CH:14]=2)[CH2:23][CH2:24][CH2:25][CH2:26]1. The catalyst class is: 1. (2) Reactant: Cl[CH2:2][C:3]([NH:5][C:6]1[CH:7]=[C:8]([CH:12]=[CH:13][C:14]=1[C:15]([F:18])([F:17])[F:16])[C:9]([OH:11])=[O:10])=[O:4].[NH:19]1[CH2:24][CH2:23][O:22][CH2:21][CH2:20]1.C(N(CC)CC)C.[I-].[K+]. Product: [N:19]1([CH2:2][C:3]([NH:5][C:6]2[CH:7]=[C:8]([CH:12]=[CH:13][C:14]=2[C:15]([F:18])([F:17])[F:16])[C:9]([OH:11])=[O:10])=[O:4])[CH2:24][CH2:23][O:22][CH2:21][CH2:20]1. The catalyst class is: 18. (3) Product: [CH2:1]([O:3][C:4]([CH:6]1[CH2:11][CH2:10][N:9]([C:19]2[CH:18]=[CH:17][CH:16]=[C:15]([N+:12]([O-:14])=[O:13])[CH:20]=2)[CH2:8][CH2:7]1)=[O:5])[CH3:2]. Reactant: [CH2:1]([O:3][C:4]([CH:6]1[CH2:11][CH2:10][NH:9][CH2:8][CH2:7]1)=[O:5])[CH3:2].[N+:12]([C:15]1[CH:16]=[C:17](B(O)O)[CH:18]=[CH:19][CH:20]=1)([O-:14])=[O:13].N1C=CC=CC=1.C(O)(=O)CC(CC(O)=O)(C(O)=O)O. The catalyst class is: 221. (4) Reactant: [O:1]1[CH2:6][CH2:5][CH2:4][CH2:3][CH:2]1[N:7]1[C:15]2[C:10](=[CH:11][C:12]([C:16]3[N:20]=[CH:19][N:18]([C:21]([C:34]4[CH:39]=[CH:38][CH:37]=[CH:36][CH:35]=4)([C:28]4[CH:33]=[CH:32][CH:31]=[CH:30][CH:29]=4)[C:22]4[CH:27]=[CH:26][CH:25]=[CH:24][CH:23]=4)[N:17]=3)=[CH:13][CH:14]=2)[C:9]([C:40]2[CH:41]=[C:42]([NH2:46])[CH:43]=[CH:44][CH:45]=2)=[N:8]1.[CH3:47][C:48]([CH3:54])([CH3:53])[CH2:49][C:50](Cl)=[O:51].C(N(CC)CC)C. Product: [CH3:47][C:48]([CH3:54])([CH3:53])[CH2:49][C:50]([NH:46][C:42]1[CH:43]=[CH:44][CH:45]=[C:40]([C:9]2[C:10]3[C:15](=[CH:14][CH:13]=[C:12]([C:16]4[N:20]=[CH:19][N:18]([C:21]([C:28]5[CH:33]=[CH:32][CH:31]=[CH:30][CH:29]=5)([C:22]5[CH:27]=[CH:26][CH:25]=[CH:24][CH:23]=5)[C:34]5[CH:35]=[CH:36][CH:37]=[CH:38][CH:39]=5)[N:17]=4)[CH:11]=3)[N:7]([CH:2]3[CH2:3][CH2:4][CH2:5][CH2:6][O:1]3)[N:8]=2)[CH:41]=1)=[O:51]. The catalyst class is: 7. (5) Reactant: [NH2:1][CH2:2][CH:3]([N:11]([CH3:19])[C:12](=[O:18])[O:13][C:14]([CH3:17])([CH3:16])[CH3:15])[CH2:4][C@H:5]1[CH2:10][CH2:9][CH2:8][O:7][CH2:6]1.C(N(CC)C(C)C)(C)C.Cl[C:30]([O:32][CH2:33][C:34]1[CH:39]=[CH:38][CH:37]=[CH:36][CH:35]=1)=[O:31]. Product: [CH3:19][N:11]([CH:3]([CH2:4][C@H:5]1[CH2:10][CH2:9][CH2:8][O:7][CH2:6]1)[CH2:2][NH:1][C:30]([O:32][CH2:33][C:34]1[CH:39]=[CH:38][CH:37]=[CH:36][CH:35]=1)=[O:31])[C:12](=[O:18])[O:13][C:14]([CH3:16])([CH3:15])[CH3:17]. The catalyst class is: 4. (6) Reactant: [NH2:1][CH2:2][C:3]1[CH:4]=[CH:5][C:6]([F:30])=[C:7]([C:9]2[CH:14]=[CH:13][CH:12]=[C:11]([CH2:15][N:16]3[CH2:21][CH2:20][N:19](C(OC(C)(C)C)=O)[C@@H:18]([CH3:29])[CH2:17]3)[CH:10]=2)[CH:8]=1.[C:31]1([C:37]([C:39]2[CH:40]=[C:41]([CH:45]=[CH:46][CH:47]=2)[C:42](O)=[O:43])=[O:38])[CH:36]=[CH:35][CH:34]=[CH:33][CH:32]=1.C(Cl)CCl.C1C=CC2N(O)N=NC=2C=1.C(N(C(C)C)CC)(C)C. Product: [F:30][C:6]1[C:7]([C:9]2[CH:14]=[CH:13][CH:12]=[C:11]([CH2:15][N:16]3[CH2:21][CH2:20][NH:19][C@@H:18]([CH3:29])[CH2:17]3)[CH:10]=2)=[CH:8][C:3]([CH2:2][NH:1][C:42](=[O:43])[C:41]2[CH:45]=[CH:46][CH:47]=[C:39]([C:37]([C:31]3[CH:32]=[CH:33][CH:34]=[CH:35][CH:36]=3)=[O:38])[CH:40]=2)=[CH:4][CH:5]=1. The catalyst class is: 22.